This data is from Forward reaction prediction with 1.9M reactions from USPTO patents (1976-2016). The task is: Predict the product of the given reaction. (1) Given the reactants [CH3:1][C:2]1([CH3:11])[CH:5]2[C:6]3([CH3:10])[O:9][CH:7]3[CH2:8][CH:3]1[CH2:4]2, predict the reaction product. The product is: [CH3:4][C:5]1[C:2]([CH3:1])([CH3:11])[CH:3]([CH2:8][CH:7]=[O:9])[CH2:10][CH:6]=1. (2) Given the reactants Cl[C:2]1[C:11]2=[N:12][N:13](CC3C=CC(OC)=CC=3)[CH:14]=[C:10]2[C:9]2[CH:8]=[C:7]([O:24][CH3:25])[C:6]([O:26][CH3:27])=[CH:5][C:4]=2[N:3]=1.[CH3:28][N:29]([CH3:37])[C:30]1[CH:35]=[CH:34][C:33]([NH2:36])=[CH:32][CH:31]=1.Cl, predict the reaction product. The product is: [CH3:27][O:26][C:6]1[C:7]([O:24][CH3:25])=[CH:8][C:9]2[C:10]3[C:11](=[N:12][NH:13][CH:14]=3)[C:2]([NH:36][C:33]3[CH:34]=[CH:35][C:30]([N:29]([CH3:37])[CH3:28])=[CH:31][CH:32]=3)=[N:3][C:4]=2[CH:5]=1. (3) Given the reactants [H-].[Na+].[O:3]1[CH2:8][CH2:7][CH2:6][CH2:5][CH:4]1[CH2:9][OH:10].[Br:11][C:12]1[CH:17]=[CH:16][CH:15]=[C:14]([CH2:18]Br)[N:13]=1, predict the reaction product. The product is: [Br:11][C:12]1[CH:17]=[CH:16][CH:15]=[C:14]([CH2:18][O:10][CH2:9][CH:4]2[CH2:5][CH2:6][CH2:7][CH2:8][O:3]2)[N:13]=1.